This data is from NCI-60 drug combinations with 297,098 pairs across 59 cell lines. The task is: Regression. Given two drug SMILES strings and cell line genomic features, predict the synergy score measuring deviation from expected non-interaction effect. (1) Drug 1: CC1CCC2CC(C(=CC=CC=CC(CC(C(=O)C(C(C(=CC(C(=O)CC(OC(=O)C3CCCCN3C(=O)C(=O)C1(O2)O)C(C)CC4CCC(C(C4)OC)OCCO)C)C)O)OC)C)C)C)OC. Drug 2: CC(C)(C#N)C1=CC(=CC(=C1)CN2C=NC=N2)C(C)(C)C#N. Cell line: KM12. Synergy scores: CSS=-6.70, Synergy_ZIP=0.337, Synergy_Bliss=-5.15, Synergy_Loewe=-7.76, Synergy_HSA=-7.27. (2) Drug 1: CCCS(=O)(=O)NC1=C(C(=C(C=C1)F)C(=O)C2=CNC3=C2C=C(C=N3)C4=CC=C(C=C4)Cl)F. Drug 2: CNC(=O)C1=CC=CC=C1SC2=CC3=C(C=C2)C(=NN3)C=CC4=CC=CC=N4. Cell line: SF-295. Synergy scores: CSS=9.53, Synergy_ZIP=-2.81, Synergy_Bliss=0.566, Synergy_Loewe=-0.836, Synergy_HSA=0.833. (3) Drug 1: CN1CCC(CC1)COC2=C(C=C3C(=C2)N=CN=C3NC4=C(C=C(C=C4)Br)F)OC. Drug 2: CC1=C2C(C(=O)C3(C(CC4C(C3C(C(C2(C)C)(CC1OC(=O)C(C(C5=CC=CC=C5)NC(=O)OC(C)(C)C)O)O)OC(=O)C6=CC=CC=C6)(CO4)OC(=O)C)OC)C)OC. Cell line: NCI/ADR-RES. Synergy scores: CSS=24.7, Synergy_ZIP=5.91, Synergy_Bliss=11.0, Synergy_Loewe=9.68, Synergy_HSA=11.3.